From a dataset of Peptide-MHC class II binding affinity with 134,281 pairs from IEDB. Regression. Given a peptide amino acid sequence and an MHC pseudo amino acid sequence, predict their binding affinity value. This is MHC class II binding data. The peptide sequence is ENCGTRGPSLRTTTV. The MHC is DRB1_0901 with pseudo-sequence DRB1_0901. The binding affinity (normalized) is 0.